Dataset: Forward reaction prediction with 1.9M reactions from USPTO patents (1976-2016). Task: Predict the product of the given reaction. (1) Given the reactants [NH:1]1[C:9]2[CH:8]=[CH:7][CH:6]=[C:5]([C:10]([O:12][CH3:13])=[O:11])[C:4]=2[CH:3]=[N:2]1.F[B-](F)(F)F.[CH3:19][O+](C)C, predict the reaction product. The product is: [CH3:19][N:2]1[CH:3]=[C:4]2[C:9]([CH:8]=[CH:7][CH:6]=[C:5]2[C:10]([O:12][CH3:13])=[O:11])=[N:1]1. (2) Given the reactants [CH2:1](Br)[C:2]([C:4]1[CH:9]=[CH:8][CH:7]=[CH:6][CH:5]=1)=[O:3].[NH:11]1[C:15]2[CH:16]=[CH:17][CH:18]=[CH:19][C:14]=2[N:13]=[C:12]1[C:20]1[C:21]([NH2:25])=[N:22][O:23][N:24]=1.C(=O)([O-])[O-].[K+].[K+], predict the reaction product. The product is: [CH2:1]([N:13]1[C:14]2[CH:19]=[CH:18][CH:17]=[CH:16][C:15]=2[N:11]=[C:12]1[C:20]1[C:21]([NH2:25])=[N:22][O:23][N:24]=1)[C:2]([C:4]1[CH:9]=[CH:8][CH:7]=[CH:6][CH:5]=1)=[O:3]. (3) Given the reactants [CH3:1][C@H:2]1[NH:7][C@@H:6]([CH3:8])[CH2:5][N:4]([C:9]2[CH:10]=[CH:11][C:12]([O:30]C)=[C:13]([NH:15][S:16]([C:19]3[S:20][C:21]([C:24]4[CH:29]=[CH:28][CH:27]=[CH:26][N:25]=4)=[CH:22][CH:23]=3)(=[O:18])=[O:17])[CH:14]=2)[CH2:3]1.B(Br)(Br)Br.O.C(=O)(O)[O-].[Na+], predict the reaction product. The product is: [CH3:8][C@H:6]1[NH:7][C@@H:2]([CH3:1])[CH2:3][N:4]([C:9]2[CH:10]=[CH:11][C:12]([OH:30])=[C:13]([NH:15][S:16]([C:19]3[S:20][C:21]([C:24]4[CH:29]=[CH:28][CH:27]=[CH:26][N:25]=4)=[CH:22][CH:23]=3)(=[O:18])=[O:17])[CH:14]=2)[CH2:5]1.